Dataset: Full USPTO retrosynthesis dataset with 1.9M reactions from patents (1976-2016). Task: Predict the reactants needed to synthesize the given product. (1) Given the product [N:35]1([CH2:31][C:29]2[C:28]([CH3:33])=[N:27][N:26]([C:3]3[C:2]([Cl:1])=[CH:7][N:6]=[C:5]([NH:8][C:9]4[C:10]([O:24][CH3:25])=[CH:11][C:12]([N:18]5[CH2:19][CH2:20][O:21][CH2:22][CH2:23]5)=[C:13]([NH:15][C:10](=[O:24])[CH:9]=[CH2:14])[CH:14]=4)[N:4]=3)[CH:30]=2)[CH2:38][CH2:37][CH2:36]1, predict the reactants needed to synthesize it. The reactants are: [Cl:1][C:2]1[C:3]([N:26]2[CH:30]=[C:29]([CH:31]=O)[C:28]([CH3:33])=[N:27]2)=[N:4][C:5]([NH:8][C:9]2[CH:14]=[C:13]([N+:15]([O-])=O)[C:12]([N:18]3[CH2:23][CH2:22][O:21][CH2:20][CH2:19]3)=[CH:11][C:10]=2[O:24][CH3:25])=[N:6][CH:7]=1.Cl.[NH:35]1[CH2:38][CH2:37][CH2:36]1. (2) Given the product [OH:1][C:2]1[CH:3]=[CH:4][C:5]([CH:8]([CH3:12])[C:9]([OH:11])=[O:10])=[CH:6][C:7]=1[N+:13]([O-:15])=[O:14], predict the reactants needed to synthesize it. The reactants are: [OH:1][C:2]1[CH:7]=[CH:6][C:5]([CH:8]([CH3:12])[C:9]([OH:11])=[O:10])=[CH:4][CH:3]=1.[N+:13]([O-])([OH:15])=[O:14].O. (3) Given the product [C:32]([N:5]1[C:6]2[C:11](=[CH:10][CH:9]=[CH:8][CH:7]=2)[C@H:12]([NH:15][C:16](=[O:25])[O:17][CH2:18][C:19]2[CH:24]=[CH:23][CH:22]=[CH:21][CH:20]=2)[C@@H:13]([CH3:14])[C@@H:4]1[CH:1]([CH3:2])[CH3:3])(=[O:34])[CH3:33], predict the reactants needed to synthesize it. The reactants are: [CH:1]([C@H:4]1[C@H:13]([CH3:14])[C@@H:12]([NH:15][C:16](=[O:25])[O:17][CH2:18][C:19]2[CH:24]=[CH:23][CH:22]=[CH:21][CH:20]=2)[C:11]2[C:6](=[CH:7][CH:8]=[CH:9][CH:10]=2)[NH:5]1)([CH3:3])[CH3:2].N1C=CC=CC=1.[C:32](Cl)(=[O:34])[CH3:33]. (4) Given the product [CH3:1][C:2]1([CH3:13])[C@@H:3]([C:9]([O:11][CH3:12])=[O:10])[CH2:4][C:5]([O:8][S:29]([C:32]([F:35])([F:34])[F:33])(=[O:30])=[O:28])=[CH:6][CH2:7]1, predict the reactants needed to synthesize it. The reactants are: [CH3:1][C:2]1([CH3:13])[CH2:7][CH2:6][C:5](=[O:8])[CH2:4][C@@H:3]1[C:9]([O:11][CH3:12])=[O:10].C(C1C=CC=C(C(C)(C)C)N=1)(C)(C)C.[O:28](S(C(F)(F)F)(=O)=O)[S:29]([C:32]([F:35])([F:34])[F:33])(=O)=[O:30]. (5) The reactants are: C([O:3][C:4]([C:6]1[C:7]([C:11](=[O:16])[NH:12][CH:13]2[CH2:15][CH2:14]2)=[N:8][O:9][CH:10]=1)=[O:5])C.[Li+].[OH-].C(OCC)C. Given the product [CH:13]1([NH:12][C:11]([C:7]2[C:6]([C:4]([OH:5])=[O:3])=[CH:10][O:9][N:8]=2)=[O:16])[CH2:14][CH2:15]1, predict the reactants needed to synthesize it. (6) Given the product [F:11][C:12]1[CH:13]=[C:14]([N:27]2[CH2:31][C@H:30]([CH2:32][N:33]3[CH:37]=[CH:36][N:35]=[N:34]3)[O:29][C:28]2=[O:38])[CH:15]=[CH:16][C:17]=1[C:2]1[CH:7]=[N:6][C:5]([C@H:8]([OH:10])[CH3:9])=[CH:4][CH:3]=1, predict the reactants needed to synthesize it. The reactants are: Br[C:2]1[CH:3]=[CH:4][C:5]([C@H:8]([OH:10])[CH3:9])=[N:6][CH:7]=1.[F:11][C:12]1[CH:13]=[C:14]([N:27]2[CH2:31][C@H:30]([CH2:32][N:33]3[CH:37]=[CH:36][N:35]=[N:34]3)[O:29][C:28]2=[O:38])[CH:15]=[CH:16][C:17]=1B1OC(C)(C)C(C)(C)O1.C(=O)([O-])[O-].[Na+].[Na+]. (7) The reactants are: C1(C)C=CC=CC=1.[OH-].[K+].[CH2:10]([N:12]([CH2:19][CH2:20][OH:21])[C:13]1[CH:18]=[CH:17][CH:16]=[CH:15][N:14]=1)C.F[C:23]1[CH:30]=[CH:29][C:26]([CH:27]=[O:28])=[CH:25][CH:24]=1. Given the product [CH3:10][N:12]([CH2:19][CH2:20][O:21][C:23]1[CH:30]=[CH:29][C:26]([CH:27]=[O:28])=[CH:25][CH:24]=1)[C:13]1[CH:18]=[CH:17][CH:16]=[CH:15][N:14]=1, predict the reactants needed to synthesize it. (8) Given the product [C:27]([CH2:26][CH2:25][C:13]1[C:12]([CH2:11][CH2:10][CH2:9][CH2:8][CH2:7][CH2:6][O:5][C:4]2[CH:30]=[C:31]([CH2:33][O:34][CH3:35])[CH:32]=[C:2]([C:41]3[CH:40]=[C:39]4[C:44](=[CH:43][CH:42]=3)[NH:36][CH:37]=[CH:38]4)[CH:3]=2)=[CH:24][CH:23]=[CH:22][C:14]=1[O:15][CH2:16][CH2:17][CH2:18][C:19]([OH:21])=[O:20])([OH:29])=[O:28], predict the reactants needed to synthesize it. The reactants are: Br[C:2]1[CH:3]=[C:4]([CH:30]=[C:31]([CH2:33][O:34][CH3:35])[CH:32]=1)[O:5][CH2:6][CH2:7][CH2:8][CH2:9][CH2:10][CH2:11][C:12]1[C:13]([CH2:25][CH2:26][C:27]([OH:29])=[O:28])=[C:14]([CH:22]=[CH:23][CH:24]=1)[O:15][CH2:16][CH2:17][CH2:18][C:19]([OH:21])=[O:20].[NH:36]1[C:44]2[C:39](=[CH:40][C:41](B(O)O)=[CH:42][CH:43]=2)[CH:38]=[CH:37]1.C(=O)([O-])[O-].[Cs+].[Cs+]. (9) Given the product [OH:10][CH2:9][C@@H:8]1[CH2:7][CH2:6][N:5]([C:14]([O:16][C:17]([CH3:18])([CH3:19])[CH3:20])=[O:15])[CH2:4][C@@H:3]1[O:2][CH3:1], predict the reactants needed to synthesize it. The reactants are: [CH3:1][O:2][C@@H:3]1[C@H:8]([C:9](OCC)=[O:10])[CH2:7][CH2:6][N:5]([C:14]([O:16][C:17]([CH3:20])([CH3:19])[CH3:18])=[O:15])[CH2:4]1.[Li+].[BH4-].[Cl-].[NH4+].